From a dataset of Full USPTO retrosynthesis dataset with 1.9M reactions from patents (1976-2016). Predict the reactants needed to synthesize the given product. (1) Given the product [F:29][C:26]1[CH:27]=[CH:28][C:23]([C@@H:21]([OH:22])[CH2:20][CH2:19][C@H:18]2[C:17](=[O:30])[N:16]([C:31]3[CH:32]=[CH:33][CH:34]=[CH:35][CH:36]=3)[C@@H:15]2[C:14]2[CH:13]=[CH:12][C:11]([C:37]3[CH:42]=[CH:41][C:40]([P:43](=[O:44])([OH:45])[OH:46])=[CH:39][CH:38]=3)=[CH:10][C:9]=2[OH:8])=[CH:24][CH:25]=1, predict the reactants needed to synthesize it. The reactants are: C([O:8][C:9]1[CH:10]=[C:11]([C:37]2[CH:42]=[CH:41][C:40]([P:43](=[O:46])([OH:45])[OH:44])=[CH:39][CH:38]=2)[CH:12]=[CH:13][C:14]=1[C@@H:15]1[C@@H:18]([CH2:19][CH2:20][C@@H:21]([C:23]2[CH:28]=[CH:27][C:26]([F:29])=[CH:25][CH:24]=2)[OH:22])[C:17](=[O:30])[N:16]1[C:31]1[CH:36]=[CH:35][CH:34]=[CH:33][CH:32]=1)C1C=CC=CC=1.[H][H]. (2) Given the product [CH2:1]([O:8][C:9]([N:11]1[C:20]2[C:15](=[CH:16][CH:17]=[CH:18][CH:19]=2)[C@H:14]([NH:21][C:22]2[CH:27]=[CH:26][CH:25]=[CH:24][CH:23]=2)[CH2:13][C@@H:12]1[CH3:28])=[O:10])[C:2]1[CH:3]=[CH:4][CH:5]=[CH:6][CH:7]=1, predict the reactants needed to synthesize it. The reactants are: [CH2:1]([O:8][C:9]([N:11]1[C:20]2[C:15](=[CH:16][CH:17]=[CH:18][CH:19]=2)[C:14](=[N:21][C:22]2[CH:27]=[CH:26][CH:25]=[CH:24][CH:23]=2)[CH2:13][CH:12]1[CH3:28])=[O:10])[C:2]1[CH:7]=[CH:6][CH:5]=[CH:4][CH:3]=1.O. (3) Given the product [C:21]([CH2:20][N:10]1[CH2:11][C@H:7]([C:1]2[CH:2]=[CH:3][CH:4]=[CH:5][CH:6]=2)[CH2:8][C:9]1=[O:12])(=[O:24])[NH2:22], predict the reactants needed to synthesize it. The reactants are: [C:1]1([C@@H:7]2[CH2:11][NH:10][C:9](=[O:12])[CH2:8]2)[CH:6]=[CH:5][CH:4]=[CH:3][CH:2]=1.C1([C@H]2C[NH:22][C:21](=[O:24])[CH2:20]2)C=CC=CC=1. (4) Given the product [NH:17]1[C:18]2=[N:19][CH:20]=[CH:21][CH:22]=[C:23]2[C:15]([C:10]2([OH:14])[CH2:11][CH2:12][CH2:13][NH:8][CH2:9]2)=[CH:16]1, predict the reactants needed to synthesize it. The reactants are: C([N:8]1[CH2:13][CH2:12][CH2:11][C:10]([C:15]2[C:23]3[C:18](=[N:19][CH:20]=[CH:21][CH:22]=3)[NH:17][CH:16]=2)([OH:14])[CH2:9]1)C1C=CC=CC=1.C([O-])=O.[NH4+]. (5) The reactants are: [NH2:1][C@@H:2]1[CH2:7][CH2:6][C@H:5]([C:8]([OH:10])=[O:9])[CH2:4][CH2:3]1.S(Cl)([Cl:13])=O.[CH3:15]O. Given the product [ClH:13].[CH3:15][O:9][C:8]([C@H:5]1[CH2:6][CH2:7][C@@H:2]([NH2:1])[CH2:3][CH2:4]1)=[O:10], predict the reactants needed to synthesize it. (6) Given the product [CH:1]1([C:7]2[CH:16]=[C:15]3[C:10]([N:11]=[C:12]([C:17]4[CH:22]=[CH:21][C:20]([F:23])=[C:19]([F:24])[CH:18]=4)[CH:13]=[N:14]3)=[C:9]([C:25]([NH:27][CH2:28][C:29]([OH:31])=[O:30])=[O:26])[C:8]=2[OH:32])[CH2:2][CH2:3][CH2:4][CH2:5][CH2:6]1, predict the reactants needed to synthesize it. The reactants are: [C:1]1([C:7]2[CH:16]=[C:15]3[C:10]([N:11]=[C:12]([C:17]4[CH:22]=[CH:21][C:20]([F:23])=[C:19]([F:24])[CH:18]=4)[CH:13]=[N:14]3)=[C:9]([C:25]([NH:27][CH2:28][C:29]([OH:31])=[O:30])=[O:26])[C:8]=2[OH:32])[CH2:6][CH2:5][CH2:4][CH2:3][CH:2]=1.[H][H].